Dataset: hERG Central: cardiac toxicity at 1µM, 10µM, and general inhibition. Task: Predict hERG channel inhibition at various concentrations. (1) The molecule is COc1ccc(CN2CCN(CCc3ccccc3)C(CCO)C2)c(O)c1. Results: hERG_inhib (hERG inhibition (general)): blocker. (2) The molecule is CCOc1cc(N2CCOCC2)c(OCC)cc1NC(=O)CN1C(=O)NC2(CCCCC2)C1=O. Results: hERG_inhib (hERG inhibition (general)): blocker. (3) Results: hERG_inhib (hERG inhibition (general)): blocker. The drug is CC1(OC(=O)C2CCCC2)C(=O)C=C2C=C(c3ccsc3)N(Cc3ccc4c(c3)OCO4)C=C2C1=O. (4) The drug is CCN(CC)S(=O)(=O)c1ccc(O)c(NC(=O)c2cc(-c3cc(OC)c(OC)c(OC)c3)nc3ccccc23)c1. Results: hERG_inhib (hERG inhibition (general)): blocker. (5) The drug is CN(CC(=O)Nc1ccccc1Cl)C(=O)CN1C(=O)NC(c2ccccc2)(c2ccccc2)C1=O. Results: hERG_inhib (hERG inhibition (general)): blocker. (6) The drug is O=C(NCc1ccccc1)C1CCCN(c2ncnc3c2nc2n3CCCCC2)C1. Results: hERG_inhib (hERG inhibition (general)): blocker. (7) The molecule is COc1ccc(C(C)n2c(C)c3c(C)nnc(C)c3c2C)cc1. Results: hERG_inhib (hERG inhibition (general)): blocker. (8) The molecule is Cc1cc(Cl)ccc1OCC(O)CNCCc1ccc(S(N)(=O)=O)cc1. Results: hERG_inhib (hERG inhibition (general)): blocker.